Dataset: Merck oncology drug combination screen with 23,052 pairs across 39 cell lines. Task: Regression. Given two drug SMILES strings and cell line genomic features, predict the synergy score measuring deviation from expected non-interaction effect. (1) Synergy scores: synergy=-9.00. Drug 2: CNC(=O)c1cc(Oc2ccc(NC(=O)Nc3ccc(Cl)c(C(F)(F)F)c3)cc2)ccn1. Cell line: UWB1289BRCA1. Drug 1: CC(C)CC(NC(=O)C(Cc1ccccc1)NC(=O)c1cnccn1)B(O)O. (2) Drug 1: N.N.O=C(O)C1(C(=O)O)CCC1.[Pt]. Drug 2: Cn1cc(-c2cnn3c(N)c(Br)c(C4CCCNC4)nc23)cn1. Cell line: MDAMB436. Synergy scores: synergy=21.8. (3) Drug 1: Nc1ccn(C2OC(CO)C(O)C2(F)F)c(=O)n1. Drug 2: C#Cc1cccc(Nc2ncnc3cc(OCCOC)c(OCCOC)cc23)c1. Cell line: HT144. Synergy scores: synergy=3.60. (4) Cell line: ZR751. Synergy scores: synergy=-16.6. Drug 1: O=S1(=O)NC2(CN1CC(F)(F)F)C1CCC2Cc2cc(C=CCN3CCC(C(F)(F)F)CC3)ccc2C1. Drug 2: O=C(CCCCCCC(=O)Nc1ccccc1)NO. (5) Synergy scores: synergy=1.14. Drug 2: CCN(CC)CCNC(=O)c1c(C)[nH]c(C=C2C(=O)Nc3ccc(F)cc32)c1C. Drug 1: O=S1(=O)NC2(CN1CC(F)(F)F)C1CCC2Cc2cc(C=CCN3CCC(C(F)(F)F)CC3)ccc2C1. Cell line: OV90.